This data is from Full USPTO retrosynthesis dataset with 1.9M reactions from patents (1976-2016). The task is: Predict the reactants needed to synthesize the given product. The reactants are: [H-].[Na+].[CH:3]1([O:8][CH2:9][CH2:10][O:11][C:12]2[CH:17]=[CH:16][C:15]([OH:18])=[CH:14][CH:13]=2)[CH2:7][CH2:6][CH2:5][CH2:4]1.[CH2:19]([CH:21]1[O:23][CH2:22]1)Cl. Given the product [CH:3]1([O:8][CH2:9][CH2:10][O:11][C:12]2[CH:13]=[CH:14][C:15]([O:18][CH2:19][CH:21]3[CH2:22][O:23]3)=[CH:16][CH:17]=2)[CH2:4][CH2:5][CH2:6][CH2:7]1, predict the reactants needed to synthesize it.